Dataset: Full USPTO retrosynthesis dataset with 1.9M reactions from patents (1976-2016). Task: Predict the reactants needed to synthesize the given product. (1) Given the product [Br:1][C:2]1[CH:7]=[CH:6][C:5]([O:8][CH2:15][CH:16]([CH3:18])[CH3:17])=[CH:4][CH:3]=1, predict the reactants needed to synthesize it. The reactants are: [Br:1][C:2]1[CH:7]=[CH:6][C:5]([OH:8])=[CH:4][CH:3]=1.C(=O)([O-])[O-].[K+].[K+].[CH2:15](Br)[CH:16]([CH3:18])[CH3:17]. (2) Given the product [CH3:16][O:15][C:14]1[N:9]2[N:8]=[C:7]([C:6]([F:21])([F:5])[F:20])[CH:19]=[C:10]2[C:11]([C:17](=[O:18])[CH2:1][CH3:2])=[CH:12][CH:13]=1, predict the reactants needed to synthesize it. The reactants are: [CH:1]([Mg]Cl)=[CH2:2].[F:5][C:6]([F:21])([F:20])[C:7]1[CH:19]=[C:10]2[C:11]([CH:17]=[O:18])=[CH:12][CH:13]=[C:14]([O:15][CH3:16])[N:9]2[N:8]=1.[Cl-].[NH4+]. (3) Given the product [CH3:23][O:22][C:11]1[CH:10]=[C:9]([CH2:8][CH2:7][OH:6])[CH:14]=[CH:13][C:12]=1[O:15][CH2:16][O:17][CH2:18][CH2:19][O:20][CH3:21], predict the reactants needed to synthesize it. The reactants are: [BH4-].[Li+].C([O:6][CH2:7][CH2:8][C:9]1[CH:14]=[CH:13][C:12]([O:15][CH2:16][O:17][CH2:18][CH2:19][O:20][CH3:21])=[C:11]([O:22][CH3:23])[CH:10]=1)(=O)C.[Cl-].[NH4+]. (4) Given the product [CH:3]1([C:7]2[C:33]([CH:34]3[CH2:36][CH2:35]3)=[CH:32][C:10]([CH2:11][N:12]3[CH2:15][C:14]4([CH2:19][C:18]([N:20]5[CH2:21][CH2:22][C:23]([CH3:31])([C:26]([OH:28])=[O:27])[CH2:24][CH2:25]5)=[N:17][O:16]4)[CH2:13]3)=[C:9]([O:37][CH2:38][CH3:39])[CH:8]=2)[CH2:4][CH2:5][CH2:6]1, predict the reactants needed to synthesize it. The reactants are: [OH-].[Na+].[CH:3]1([C:7]2[C:33]([CH:34]3[CH2:36][CH2:35]3)=[CH:32][C:10]([CH2:11][N:12]3[CH2:15][C:14]4([CH2:19][C:18]([N:20]5[CH2:25][CH2:24][C:23]([CH3:31])([C:26]([O:28]CC)=[O:27])[CH2:22][CH2:21]5)=[N:17][O:16]4)[CH2:13]3)=[C:9]([O:37][CH2:38][CH3:39])[CH:8]=2)[CH2:6][CH2:5][CH2:4]1.Cl. (5) Given the product [C:1]([C:3]1[CH:4]=[C:5]([S:32]([NH:35][C:36]2[S:40][N:39]=[CH:38][N:37]=2)(=[O:33])=[O:34])[CH:6]=[CH:7][C:8]=1[O:9][C:10]1[CH:15]=[CH:14][C:13]([C:16]2[CH:21]=[CH:20][CH:19]=[C:18]([C:22]([F:25])([F:23])[F:24])[CH:17]=2)=[CH:12][C:11]=1[C:26]1[CH:31]=[CH:30][N:29]=[N:28][CH:27]=1)#[N:2], predict the reactants needed to synthesize it. The reactants are: [C:1]([C:3]1[CH:4]=[C:5]([S:32]([N:35](CC2C=CC(OC)=CC=2OC)[C:36]2[S:40][N:39]=[CH:38][N:37]=2)(=[O:34])=[O:33])[CH:6]=[CH:7][C:8]=1[O:9][C:10]1[CH:15]=[CH:14][C:13]([C:16]2[CH:21]=[CH:20][CH:19]=[C:18]([C:22]([F:25])([F:24])[F:23])[CH:17]=2)=[CH:12][C:11]=1[C:26]1[CH:31]=[CH:30][N:29]=[N:28][CH:27]=1)#[N:2].